From a dataset of Catalyst prediction with 721,799 reactions and 888 catalyst types from USPTO. Predict which catalyst facilitates the given reaction. (1) Reactant: C(O)C.NC1CC2NC3C=CC(C#N)=CC=3C=2C1.[NH:19]1[C:23](=[O:24])[CH2:22][CH2:21][C@@H:20]1[C:25]([OH:27])=[O:26]. Product: [NH:19]1[C:23](=[O:24])[CH2:22][CH2:21][C@H:20]1[C:25]([OH:27])=[O:26]. The catalyst class is: 6. (2) Reactant: CC(C#C/C=C/C[N:10]([CH2:12][C:13]1[CH:14]=[CH:15][CH:16]=[C:17]2[CH:22]=[CH:21][CH:20]=[CH:19][C:18]=12)C)(C)C.N[C@H](C(O)=O)CC1C=C2C(C=CC=C2)=CC=1.C([O-])([O-])=O.[K+].[K+]. Product: [C:13]1([CH2:12][NH2:10])[C:18]2[C:17](=[CH:22][CH:21]=[CH:20][CH:19]=2)[CH:16]=[CH:15][CH:14]=1. The catalyst class is: 21. (3) Reactant: COCCN(S(F)(F)[F:11])CCOC.[CH2:14]([O:16][C:17](=[O:33])[C:18]1[CH:30]=[C:29]([CH2:31]O)[CH:28]=[C:20]([C:21]([N:23]([CH3:27])[CH2:24][CH2:25][CH3:26])=[O:22])[CH:19]=1)[CH3:15].C(=O)(O)[O-].[Na+]. Product: [CH2:14]([O:16][C:17](=[O:33])[C:18]1[CH:30]=[C:29]([CH2:31][F:11])[CH:28]=[C:20]([C:21]([N:23]([CH3:27])[CH2:24][CH2:25][CH3:26])=[O:22])[CH:19]=1)[CH3:15]. The catalyst class is: 4. (4) Reactant: [CH3:1][N:2]1[CH2:7][CH2:6][NH:5][CH2:4][CH2:3]1.[C:8](#[N:10])[CH3:9].C([O-])([O-])=O.[K+].[K+].ClCC#N. The catalyst class is: 13. Product: [CH3:1][N:2]1[CH2:7][CH2:6][N:5]([CH2:9][C:8]#[N:10])[CH2:4][CH2:3]1. (5) Reactant: [C:1]([O:5][C:6](=[O:25])[NH:7][C@H:8]1[CH2:13][C@@H:12]([C:14]2[C:19]([F:20])=[CH:18][CH:17]=[C:16]([F:21])[C:15]=2[F:22])[C@@H:11]([CH3:23])[NH:10][C:9]1=[O:24])([CH3:4])([CH3:3])[CH3:2].C(O[Li])(C)(C)C.FC(F)(F)S(O[CH2:38][C:39]([F:42])([F:41])[F:40])(=O)=O.CN1C(=O)N(C)CCC1. Product: [C:1]([O:5][C:6](=[O:25])[NH:7][CH:8]1[CH2:13][C@@H:12]([C:14]2[C:19]([F:20])=[CH:18][CH:17]=[C:16]([F:21])[C:15]=2[F:22])[C@@H:11]([CH3:23])[N:10]([CH2:38][C:39]([F:42])([F:41])[F:40])[C:9]1=[O:24])([CH3:2])([CH3:4])[CH3:3]. The catalyst class is: 1.